Predict the reactants needed to synthesize the given product. From a dataset of Full USPTO retrosynthesis dataset with 1.9M reactions from patents (1976-2016). (1) Given the product [CH3:11][O:12][C:13](=[O:21])[C:14]1[CH:19]=[CH:18][C:17]([C:3]2[CH:4]=[CH:5][CH:6]=[CH:7][C:2]=2[Cl:1])=[N:16][CH:15]=1, predict the reactants needed to synthesize it. The reactants are: [Cl:1][C:2]1[CH:7]=[CH:6][CH:5]=[CH:4][C:3]=1B(O)O.[CH3:11][O:12][C:13](=[O:21])[C:14]1[CH:19]=[CH:18][C:17](Cl)=[N:16][CH:15]=1.C([O-])([O-])=O.[Na+].[Na+]. (2) Given the product [F:1][C:2]1[CH:7]=[C:6]([F:8])[CH:5]=[CH:4][C:3]=1[C:9]1[C:17]2[O:16][CH:15]([CH2:18][NH:19][C:30](=[O:31])[O:32][CH2:33][C:34]3[CH:39]=[CH:38][CH:37]=[CH:36][CH:35]=3)[CH2:14][C:13]=2[CH:12]=[CH:11][CH:10]=1, predict the reactants needed to synthesize it. The reactants are: [F:1][C:2]1[CH:7]=[C:6]([F:8])[CH:5]=[CH:4][C:3]=1[C:9]1[C:17]2[O:16][CH:15]([CH2:18][NH2:19])[CH2:14][C:13]=2[CH:12]=[CH:11][CH:10]=1.C(N(C(C)C)CC)(C)C.Cl[C:30]([O:32][CH2:33][C:34]1[CH:39]=[CH:38][CH:37]=[CH:36][CH:35]=1)=[O:31].C(OC(=O)NCC1CC2C=CC=C(C3CCCC3)C=2O1)C1C=CC=CC=1.